The task is: Predict the reaction yield, written as a fraction of the theoretical maximum amount of product (1.0 means a 100% yield; for example, 0.34 means a 34% yield).. This data is from Reaction yield outcomes from USPTO patents with 853,638 reactions. The reactants are [CH3:1][C:2]1[N:29]=[C:5]2[NH:6][C:7](=[O:28])[C:8]([CH2:13][C:14]3[CH:19]=[CH:18][C:17]([C:20]4[C:21]([C:26]#[N:27])=[CH:22][CH:23]=[CH:24][CH:25]=4)=[CH:16][CH:15]=3)=[C:9]([CH2:10][CH2:11][CH3:12])[N:4]2[N:3]=1.Br[CH2:31][C:32](=[O:37])[C:33]([CH3:36])([CH3:35])[CH3:34].C(=O)([O-])[O-].[K+].[K+].CN(C)C=O. The catalyst is C(OCC)(=O)C. The product is [CH3:34][C:33]([CH3:36])([CH3:35])[C:32](=[O:37])[CH2:31][N:6]1[C:7](=[O:28])[C:8]([CH2:13][C:14]2[CH:19]=[CH:18][C:17]([C:20]3[C:21]([C:26]#[N:27])=[CH:22][CH:23]=[CH:24][CH:25]=3)=[CH:16][CH:15]=2)=[C:9]([CH2:10][CH2:11][CH3:12])[N:4]2[N:3]=[C:2]([CH3:1])[N:29]=[C:5]12. The yield is 0.150.